Task: Predict the reactants needed to synthesize the given product.. Dataset: Full USPTO retrosynthesis dataset with 1.9M reactions from patents (1976-2016) (1) Given the product [C:33]([C:30]1[S:29][C:28]([NH:27][C:19](=[O:21])[CH2:18][CH:17]([CH3:22])[CH2:16][C:14]([NH:13][C:9]2[CH:8]=[C:7]3[C:12](=[CH:11][CH:10]=2)[N:3]([CH2:1][CH3:2])[C:4](=[O:26])[N:5]([CH2:24][CH3:25])[C:6]3=[O:23])=[O:15])=[N:32][CH:31]=1)#[N:34], predict the reactants needed to synthesize it. The reactants are: [CH2:1]([N:3]1[C:12]2[C:7](=[CH:8][C:9]([NH:13][C:14]([CH2:16][CH:17]([CH3:22])[CH2:18][C:19]([OH:21])=O)=[O:15])=[CH:10][CH:11]=2)[C:6](=[O:23])[N:5]([CH2:24][CH3:25])[C:4]1=[O:26])[CH3:2].[NH2:27][C:28]1[S:29][C:30]([C:33]#[N:34])=[CH:31][N:32]=1.CCN(C(C)C)C(C)C.C(P1(=O)OP(CCC)(=O)OP(CCC)(=O)O1)CC. (2) Given the product [F:1][C:2]1[CH:3]=[CH:4][C:5]([C:8]2[N:12]=[C:11]([CH2:13][CH2:14][NH:15][C:28](=[O:29])[CH2:27][CH2:26][CH2:25][C:23]3[S:24][C:20]([C:18](=[O:19])[C:17]([F:31])([F:32])[F:16])=[CH:21][CH:22]=3)[NH:10][N:9]=2)=[CH:6][CH:7]=1, predict the reactants needed to synthesize it. The reactants are: [F:1][C:2]1[CH:7]=[CH:6][C:5]([C:8]2[N:12]=[C:11]([CH2:13][CH2:14][NH2:15])[NH:10][N:9]=2)=[CH:4][CH:3]=1.[F:16][C:17]([F:32])([F:31])[C:18]([C:20]1[S:24][C:23]([CH2:25][CH2:26][CH2:27][C:28](O)=[O:29])=[CH:22][CH:21]=1)=[O:19]. (3) Given the product [C:9]([O:12][C:13]1[CH:18]=[CH:17][C:16]([CH2:19][Br:1])=[CH:15][C:14]=1[C@@H:20]1[O:37][C@H:36]([CH2:38][O:39][C:40](=[O:42])[CH3:41])[C@@H:31]([O:32][C:33](=[O:35])[CH3:34])[C@H:26]([O:27][C:28](=[O:30])[CH3:29])[C@H:21]1[O:22][C:23](=[O:25])[CH3:24])(=[O:11])[CH3:10], predict the reactants needed to synthesize it. The reactants are: [Br:1]N1C(=O)CCC1=O.[C:9]([O:12][C:13]1[CH:18]=[CH:17][C:16]([CH3:19])=[CH:15][C:14]=1[C@@H:20]1[O:37][C@H:36]([CH2:38][O:39][C:40](=[O:42])[CH3:41])[C@@H:31]([O:32][C:33](=[O:35])[CH3:34])[C@H:26]([O:27][C:28](=[O:30])[CH3:29])[C@H:21]1[O:22][C:23](=[O:25])[CH3:24])(=[O:11])[CH3:10].O. (4) Given the product [Cl:6][C:7]1[CH:12]=[C:11]([C:13]([F:16])([F:14])[F:15])[CH:10]=[C:9]([Cl:17])[C:8]=1[C:18]1[CH:19]=[CH:20][C:21]([NH2:28])=[C:22]([S:24][CH:25]([CH3:27])[CH3:26])[CH:23]=1, predict the reactants needed to synthesize it. The reactants are: O.C(O)(=O)C.[Cl:6][C:7]1[CH:12]=[C:11]([C:13]([F:16])([F:15])[F:14])[CH:10]=[C:9]([Cl:17])[C:8]=1[C:18]1[CH:19]=[CH:20][C:21]([N+:28]([O-])=O)=[C:22]([S:24][CH:25]([CH3:27])[CH3:26])[CH:23]=1.C(SC1C=C(C2C(C(F)(F)F)=NNC=2)C=CC=1C(OC)=O)CC.